Dataset: Forward reaction prediction with 1.9M reactions from USPTO patents (1976-2016). Task: Predict the product of the given reaction. Given the reactants O=P12OP3(OP(OP(O3)(O1)=O)(=O)O2)=O.[Cl:15][C:16]1[CH:30]=[CH:29][C:28]([N+:31]([O-:33])=[O:32])=[CH:27][C:17]=1[C:18]([NH:20][CH2:21][CH:22]([O:25]C)OC)=O, predict the reaction product. The product is: [Cl:15][C:16]1[CH:30]=[CH:29][C:28]([N+:31]([O-:33])=[O:32])=[CH:27][C:17]=1[C:18]1[O:25][CH:22]=[CH:21][N:20]=1.